Dataset: Forward reaction prediction with 1.9M reactions from USPTO patents (1976-2016). Task: Predict the product of the given reaction. (1) Given the reactants [OH:1][CH2:2][C:3]1[N:14]([CH3:15])[C:6]2=[N:7][CH:8]=[C:9]([N+:11]([O-])=O)[CH:10]=[C:5]2[N:4]=1.[H][H], predict the reaction product. The product is: [NH2:11][C:9]1[CH:10]=[C:5]2[N:4]=[C:3]([CH2:2][OH:1])[N:14]([CH3:15])[C:6]2=[N:7][CH:8]=1. (2) Given the reactants [N:1]1[CH:6]=[CH:5][CH:4]=[CH:3][C:2]=1[CH:7]([N:9]1[CH2:14][CH2:13][N:12]([C:15](OC(C)(C)C)=O)[CH2:11][CH2:10]1)[CH3:8].[Br:22][C:23]1C(Cl)=[C:25]([N+:30]([O-:32])=[O:31])[C:26]([NH2:29])=[N:27][CH:28]=1.NC1C([N+]([O-])=O)=C(N2CCN(CC(NC3SC=CN=3)=O)CC2)C(Br)=CN=1, predict the reaction product. The product is: [Br:22][C:23]1[C:15]([N:12]2[CH2:11][CH2:10][N:9]([CH:7]([C:2]3[CH:3]=[CH:4][CH:5]=[CH:6][N:1]=3)[CH3:8])[CH2:14][CH2:13]2)=[C:25]([N+:30]([O-:32])=[O:31])[C:26]([NH2:29])=[N:27][CH:28]=1. (3) The product is: [Cl:37][CH2:38][CH2:39][CH2:40][S:41]([NH:1][C:2]1[CH:11]=[C:10]2[C:5]([CH2:6][N:7]([CH2:21][C:22]3[CH:23]=[CH:24][C:25]([O:28][CH3:29])=[CH:26][CH:27]=3)[C:8](=[O:20])[N:9]2[C:12]2[C:17]([Cl:18])=[CH:16][CH:15]=[CH:14][C:13]=2[Cl:19])=[C:4]([C:30]2[CH:35]=[CH:34][CH:33]=[CH:32][C:31]=2[Cl:36])[CH:3]=1)(=[O:43])=[O:42]. Given the reactants [NH2:1][C:2]1[CH:11]=[C:10]2[C:5]([CH2:6][N:7]([CH2:21][C:22]3[CH:27]=[CH:26][C:25]([O:28][CH3:29])=[CH:24][CH:23]=3)[C:8](=[O:20])[N:9]2[C:12]2[C:17]([Cl:18])=[CH:16][CH:15]=[CH:14][C:13]=2[Cl:19])=[C:4]([C:30]2[CH:35]=[CH:34][CH:33]=[CH:32][C:31]=2[Cl:36])[CH:3]=1.[Cl:37][CH2:38][CH2:39][CH2:40][S:41](Cl)(=[O:43])=[O:42], predict the reaction product. (4) Given the reactants Cl[CH2:2][C:3]1[CH:8]=[CH:7][C:6]([C:9]2[C:10]([NH:15][S:16]([C:19]3[CH:24]=[CH:23][CH:22]=[CH:21][C:20]=3[C:25]([F:28])([F:27])[F:26])(=[O:18])=[O:17])=[N:11][CH:12]=[CH:13][N:14]=2)=[CH:5][CH:4]=1.[OH:29][C:30]1[CH:35]=[CH:34][C:33]([O:36][CH3:37])=[CH:32][CH:31]=1, predict the reaction product. The product is: [CH3:37][O:36][C:33]1[CH:34]=[CH:35][C:30]([O:29][CH2:2][C:3]2[CH:8]=[CH:7][C:6]([C:9]3[C:10]([NH:15][S:16]([C:19]4[CH:24]=[CH:23][CH:22]=[CH:21][C:20]=4[C:25]([F:28])([F:27])[F:26])(=[O:18])=[O:17])=[N:11][CH:12]=[CH:13][N:14]=3)=[CH:5][CH:4]=2)=[CH:31][CH:32]=1. (5) Given the reactants [F:1][C:2]1([F:13])[CH2:5][C:4]([C:7]#[C:8][Si](C)(C)C)([OH:6])[CH2:3]1.CCCC[N+](CCCC)(CCCC)CCCC.[F-], predict the reaction product. The product is: [C:7]([C:4]1([OH:6])[CH2:5][C:2]([F:13])([F:1])[CH2:3]1)#[CH:8].